Predict the reactants needed to synthesize the given product. From a dataset of Full USPTO retrosynthesis dataset with 1.9M reactions from patents (1976-2016). (1) Given the product [Br:13][CH2:14][CH2:15][O:12][C:4]1[CH:5]=[C:6]([S:8]([CH3:11])(=[O:9])=[O:10])[CH:7]=[C:2]([Cl:1])[CH:3]=1, predict the reactants needed to synthesize it. The reactants are: [Cl:1][C:2]1[CH:3]=[C:4]([OH:12])[CH:5]=[C:6]([S:8]([CH3:11])(=[O:10])=[O:9])[CH:7]=1.[Br:13][CH2:14][CH2:15]Br.C(=O)([O-])[O-].[K+].[K+]. (2) Given the product [O:1]=[C:2]([C:15]1[CH:16]=[CH:17][CH:18]=[CH:19][CH:20]=1)[C@@H:3]([NH:7][C:8](=[O:14])[O:9][C:10]([CH3:12])([CH3:13])[CH3:11])[CH2:4][CH3:5], predict the reactants needed to synthesize it. The reactants are: [O:1]=[C:2]([C:15]1[CH:20]=[CH:19][CH:18]=[CH:17][CH:16]=1)[C@@H:3]([NH:7][C:8](=[O:14])[O:9][C:10]([CH3:13])([CH3:12])[CH3:11])[CH2:4][CH2:5]C.CON(C)C(=O)[C@@H](NC(=O)OC(C)(C)C)CC. (3) Given the product [CH3:1][O:2][C:3](=[O:14])[CH:4]([NH:13][S:21]([C:18]1[CH:19]=[CH:20][C:15]([CH3:25])=[CH:16][CH:17]=1)(=[O:23])=[O:22])[CH2:5][C:6]1[CH:11]=[CH:10][C:9]([F:12])=[CH:8][CH:7]=1, predict the reactants needed to synthesize it. The reactants are: [CH3:1][O:2][C:3](=[O:14])[CH:4]([NH2:13])[CH2:5][C:6]1[CH:11]=[CH:10][C:9]([F:12])=[CH:8][CH:7]=1.[C:15]1([CH3:25])[CH:20]=[CH:19][C:18]([S:21](Cl)(=[O:23])=[O:22])=[CH:17][CH:16]=1.N1C=CC=CC=1.Cl.